This data is from Full USPTO retrosynthesis dataset with 1.9M reactions from patents (1976-2016). The task is: Predict the reactants needed to synthesize the given product. (1) Given the product [Cl:1][C:2]1[CH:3]=[CH:4][C:5]([CH:8]([OH:9])[C:11]([F:13])([F:12])[F:10])=[N:6][CH:7]=1, predict the reactants needed to synthesize it. The reactants are: [Cl:1][C:2]1[CH:3]=[CH:4][C:5]([CH:8]=[O:9])=[N:6][CH:7]=1.[F:10][C:11]([Si](C)(C)C)([F:13])[F:12].CCCC[N+](CCCC)(CCCC)CCCC.[F-]. (2) Given the product [CH:11]1([C:2]2[CH:3]=[C:4]([CH:7]=[CH:8][C:9]=2[OH:10])[CH:5]=[O:6])[CH2:13][CH2:12]1, predict the reactants needed to synthesize it. The reactants are: Br[C:2]1[CH:3]=[C:4]([CH:7]=[CH:8][C:9]=1[OH:10])[CH:5]=[O:6].[CH:11]1(B(O)O)[CH2:13][CH2:12]1. (3) Given the product [N:33]1[CH:34]=[CH:35][CH:36]=[CH:37][C:32]=1[S:29]([CH:15]([NH:16][CH2:17][C:18]1[CH:23]=[CH:22][C:21]([C:24]2[N:25]=[CH:26][S:27][CH:28]=2)=[CH:20][CH:19]=1)[C:11]1[N:10]=[C:9]([NH:8][CH2:7][C:6]([OH:45])=[O:5])[CH:14]=[CH:13][CH:12]=1)(=[O:31])=[O:30], predict the reactants needed to synthesize it. The reactants are: C([O:5][C:6](=[O:45])[CH2:7][N:8](C(OC(C)(C)C)=O)[C:9]1[CH:14]=[CH:13][CH:12]=[C:11]([CH:15]([S:29]([C:32]2[CH:37]=[CH:36][CH:35]=[CH:34][N:33]=2)(=[O:31])=[O:30])[NH:16][CH2:17][C:18]2[CH:23]=[CH:22][C:21]([C:24]3[N:25]=[CH:26][S:27][CH:28]=3)=[CH:20][CH:19]=2)[N:10]=1)(C)(C)C.C(OC(=O)CN(C(OC(C)(C)C)=O)C1C=CC=C(C(S(C2C=CC=CN=2)(=O)=O)NCC2C=CC(C3SC=CN=3)=CC=2)N=1)(C)(C)C. (4) The reactants are: C[O:2][C:3](=[O:31])[C:4]1[CH:9]=[CH:8][C:7]([CH2:10][N:11]2[CH:16]([C:17]3[C:22]([CH3:23])=[CH:21][CH:20]=[CH:19][N:18]=3)[CH2:15][CH2:14][CH2:13][CH:12]2[C:24]2[C:29]([CH3:30])=[CH:28][CH:27]=[CH:26][N:25]=2)=[CH:6][CH:5]=1.O.[OH-].[Na+].Cl. Given the product [CH3:30][C:29]1[C:24]([CH:12]2[CH2:13][CH2:14][CH2:15][CH:16]([C:17]3[C:22]([CH3:23])=[CH:21][CH:20]=[CH:19][N:18]=3)[N:11]2[CH2:10][C:7]2[CH:6]=[CH:5][C:4]([C:3]([OH:31])=[O:2])=[CH:9][CH:8]=2)=[N:25][CH:26]=[CH:27][CH:28]=1, predict the reactants needed to synthesize it. (5) Given the product [O:11]=[C:12]([CH2:13][C:14]1[CH:15]=[C:16]([CH3:20])[CH:17]=[CH:18][CH:19]=1)[CH2:2][C:1]#[N:3], predict the reactants needed to synthesize it. The reactants are: [C:1](#[N:3])[CH3:2].C([Li])CCC.C([O:11][C:12](=O)[CH2:13][C:14]1[CH:15]=[C:16]([CH3:20])[CH:17]=[CH:18][CH:19]=1)C.[OH-].[Na+]. (6) Given the product [F:25][C:26]1[CH:32]=[CH:31][C:29]([N:30]2[C:12](=[O:11])[C:8]([C:5]3[CH:4]=[CH:3][C:2]([F:1])=[CH:7][CH:6]=3)=[C:9]([C:14]3[CH:24]=[CH:23][C:17]4[O:18][CH2:19][C:20](=[O:22])[NH:21][C:16]=4[CH:15]=3)[CH2:10]2)=[CH:28][CH:27]=1, predict the reactants needed to synthesize it. The reactants are: [F:1][C:2]1[CH:7]=[CH:6][C:5]([C:8]2[C:12](=O)[O:11][CH2:10][C:9]=2[C:14]2[CH:24]=[CH:23][C:17]3[O:18][CH2:19][C:20](=[O:22])[NH:21][C:16]=3[CH:15]=2)=[CH:4][CH:3]=1.[F:25][C:26]1[CH:32]=[CH:31][C:29]([NH2:30])=[CH:28][CH:27]=1. (7) Given the product [NH2:3][CH2:4][CH2:5][CH2:6][O:7][C:8]1[CH:13]=[CH:12][C:11]([C:14]2[CH:15]=[CH:16][C:17]([C:20]([OH:22])=[O:21])=[CH:18][CH:19]=2)=[CH:10][C:9]=1[C:25]1[CH:34]=[CH:33][C:32]2[C:31]([CH3:36])([CH3:35])[CH2:30][CH2:29][C:28]([CH3:38])([CH3:37])[C:27]=2[CH:26]=1, predict the reactants needed to synthesize it. The reactants are: [OH-].[Na+].[NH2:3][CH2:4][CH2:5][CH2:6][O:7][C:8]1[CH:13]=[CH:12][C:11]([C:14]2[CH:19]=[CH:18][C:17]([C:20]([O:22]CC)=[O:21])=[CH:16][CH:15]=2)=[CH:10][C:9]=1[C:25]1[CH:34]=[CH:33][C:32]2[C:31]([CH3:36])([CH3:35])[CH2:30][CH2:29][C:28]([CH3:38])([CH3:37])[C:27]=2[CH:26]=1. (8) Given the product [CH2:19]([NH:26][C:27]([N:16]1[CH2:17][CH2:18][N:13]([S:10]([C:7]2[CH:8]=[CH:9][C:4]([N+:1]([O-:3])=[O:2])=[CH:5][CH:6]=2)(=[O:12])=[O:11])[CH2:14][CH2:15]1)=[O:28])[C:20]1[CH:25]=[CH:24][CH:23]=[CH:22][CH:21]=1, predict the reactants needed to synthesize it. The reactants are: [N+:1]([C:4]1[CH:9]=[CH:8][C:7]([S:10]([N:13]2[CH2:18][CH2:17][NH:16][CH2:15][CH2:14]2)(=[O:12])=[O:11])=[CH:6][CH:5]=1)([O-:3])=[O:2].[CH2:19]([N:26]=[C:27]=[O:28])[C:20]1[CH:25]=[CH:24][CH:23]=[CH:22][CH:21]=1. (9) Given the product [CH3:1][O:2][C:3]1[CH:4]=[CH:5][C:6]([NH:9][C:10]2[C:11]([NH2:20])=[C:12]([C:16]([F:17])([F:19])[F:18])[CH:13]=[CH:14][CH:15]=2)=[CH:7][CH:8]=1, predict the reactants needed to synthesize it. The reactants are: [CH3:1][O:2][C:3]1[CH:8]=[CH:7][C:6]([NH:9][C:10]2[CH:15]=[CH:14][CH:13]=[C:12]([C:16]([F:19])([F:18])[F:17])[C:11]=2[N+:20]([O-])=O)=[CH:5][CH:4]=1.